Dataset: Catalyst prediction with 721,799 reactions and 888 catalyst types from USPTO. Task: Predict which catalyst facilitates the given reaction. (1) Reactant: [C:1]([Si:5]([O:18][C@@H:19]1[C@H:26]2[C@H:22]([O:23][C:24]([CH3:28])([CH3:27])[O:25]2)[C:21]([CH2:29][O:30][C:31]([C:44]2[CH:49]=[CH:48][CH:47]=[CH:46][CH:45]=2)([C:38]2[CH:43]=[CH:42][CH:41]=[CH:40][CH:39]=2)[C:32]2[CH:37]=[CH:36][CH:35]=[CH:34][CH:33]=2)=[C:20]1I)([C:12]1[CH:17]=[CH:16][CH:15]=[CH:14][CH:13]=1)[C:6]1[CH:11]=[CH:10][CH:9]=[CH:8][CH:7]=1)([CH3:4])([CH3:3])[CH3:2].C1C=CC(S(N(S(C2C=CC=CC=2)(=O)=O)[F:61])(=O)=O)=CC=1.CCCCC.[Li]CCCC. Product: [C:1]([Si:5]([O:18][C@@H:19]1[C@H:26]2[C@H:22]([O:23][C:24]([CH3:28])([CH3:27])[O:25]2)[C:21]([CH2:29][O:30][C:31]([C:44]2[CH:49]=[CH:48][CH:47]=[CH:46][CH:45]=2)([C:38]2[CH:43]=[CH:42][CH:41]=[CH:40][CH:39]=2)[C:32]2[CH:37]=[CH:36][CH:35]=[CH:34][CH:33]=2)=[C:20]1[F:61])([C:12]1[CH:17]=[CH:16][CH:15]=[CH:14][CH:13]=1)[C:6]1[CH:11]=[CH:10][CH:9]=[CH:8][CH:7]=1)([CH3:4])([CH3:3])[CH3:2]. The catalyst class is: 116. (2) Reactant: Br[CH2:2][C:3]1[CH:8]=[CH:7][C:6]([C:9](=[O:27])[CH2:10][N:11]2[C:16](=[O:17])[CH:15]=[C:14]([O:18][CH2:19][C:20]3[CH:25]=[CH:24][C:23]([Cl:26])=[CH:22][N:21]=3)[CH:13]=[N:12]2)=[C:5]([CH3:28])[CH:4]=1.C([O-])([O-])=O.[Cs+].[Cs+].[NH:35]1[CH2:41][CH2:40][CH2:39][C@H:36]1[CH2:37][OH:38]. Product: [Cl:26][C:23]1[CH:24]=[CH:25][C:20]([CH2:19][O:18][C:14]2[CH:13]=[N:12][N:11]([CH2:10][C:9]([C:6]3[CH:7]=[CH:8][C:3]([CH2:2][N:35]4[CH2:41][CH2:40][CH2:39][C@H:36]4[CH2:37][OH:38])=[CH:4][C:5]=3[CH3:28])=[O:27])[C:16](=[O:17])[CH:15]=2)=[N:21][CH:22]=1. The catalyst class is: 80. (3) Reactant: [Br:1][C:2]1[CH:7]=[CH:6][C:5]([OH:8])=[CH:4][C:3]=1[C:9]([F:12])([F:11])[F:10].C([O-])([O-])=O.[K+].[K+].[CH2:19](Br)[C:20]1[CH:25]=[CH:24][CH:23]=[CH:22][CH:21]=1. Product: [CH2:19]([O:8][C:5]1[CH:6]=[CH:7][C:2]([Br:1])=[C:3]([C:9]([F:10])([F:11])[F:12])[CH:4]=1)[C:20]1[CH:25]=[CH:24][CH:23]=[CH:22][CH:21]=1. The catalyst class is: 3. (4) Reactant: C([N:8](C(OC(C)(C)C)=O)[C:9]1[CH:14]=[N:13][C:12]([C@@H:15]2[CH2:20][CH2:19][CH2:18][C@H:17]([O:21][CH3:22])[CH2:16]2)=[CH:11][N:10]=1)(OC(C)(C)C)=O.Cl. Product: [CH3:22][O:21][C@H:17]1[CH2:18][CH2:19][CH2:20][C@@H:15]([C:12]2[N:13]=[CH:14][C:9]([NH2:8])=[N:10][CH:11]=2)[CH2:16]1. The catalyst class is: 2. (5) Product: [CH3:1][C:2]1[CH:3]=[C:4]([NH2:20])[CH:5]=[N:6][C:7]=1[C@H:8]1[CH2:13][CH2:12][C@@H:11]([N:14]2[CH2:19][CH2:18][O:17][CH2:16][CH2:15]2)[CH2:10][CH2:9]1.[CH3:1][C:2]1[CH:3]=[C:4]([NH2:20])[CH:5]=[N:6][C:7]=1[C@H:8]1[CH2:13][CH2:12][C@H:11]([N:14]2[CH2:19][CH2:18][O:17][CH2:16][CH2:15]2)[CH2:10][CH2:9]1. The catalyst class is: 713. Reactant: [CH3:1][C:2]1[CH:3]=[C:4]([NH2:20])[CH:5]=[N:6][C:7]=1[C:8]1[CH2:13][CH2:12][CH:11]([N:14]2[CH2:19][CH2:18][O:17][CH2:16][CH2:15]2)[CH2:10][CH:9]=1.[F-].[K+].O1CCCC1. (6) Reactant: Cl.[NH2:2][NH:3][C:4]([NH2:6])=[O:5].[CH2:7]([C:9]([CH3:11])=O)[CH3:8].C([O-])(=O)C.[Na+]. Product: [CH3:8][C:7](=[N:2][NH:3][C:4]([NH2:6])=[O:5])[CH2:9][CH3:11]. The catalyst class is: 6. (7) Reactant: [Cl:1][C:2]1[N:3]=[C:4](Cl)[C:5]2[CH2:10][O:9][C:8](=[O:11])[C:6]=2[N:7]=1.Cl.[CH:14]12[O:21][CH:18]([CH2:19][CH2:20]1)[CH2:17][NH:16][CH2:15]2.C(N(CC)CC)C.CCOC(C)=O. Product: [CH:18]12[O:21][CH:14]([CH2:20][CH2:19]1)[CH2:15][N:16]([C:4]1[C:5]3[CH2:10][O:9][C:8](=[O:11])[C:6]=3[N:7]=[C:2]([Cl:1])[N:3]=1)[CH2:17]2. The catalyst class is: 2.